Dataset: Forward reaction prediction with 1.9M reactions from USPTO patents (1976-2016). Task: Predict the product of the given reaction. (1) Given the reactants [C:1]1([C:11]2[CH:12]=[C:13]([N+:23]([O-])=O)[CH:14]=[C:15]3[C:20]=2[N:19]=[C:18]([C:21]#[N:22])[CH:17]=[CH:16]3)[C:10]2[C:5](=[CH:6][CH:7]=[CH:8][CH:9]=2)[CH:4]=[CH:3][CH:2]=1.[NH4+].[Cl-], predict the reaction product. The product is: [NH2:23][C:13]1[CH:14]=[C:15]2[C:20](=[C:11]([C:1]3[C:10]4[C:5](=[CH:6][CH:7]=[CH:8][CH:9]=4)[CH:4]=[CH:3][CH:2]=3)[CH:12]=1)[N:19]=[C:18]([C:21]#[N:22])[CH:17]=[CH:16]2. (2) Given the reactants [Cl:1][C:2]1[CH:7]=[CH:6][C:5]([N:8]2[CH2:13][CH2:12][NH:11][CH2:10][CH:9]2[CH2:14][C:15]([O:17][CH3:18])=[O:16])=[CH:4][CH:3]=1.C([O-])([O-])=O.[K+].[K+].Br[CH2:26][CH2:27][CH:28]=[C:29]1[C:35]2[CH:36]=[CH:37][CH:38]=[N:39][C:34]=2[CH2:33][O:32][C:31]2[CH:40]=[CH:41][C:42]([C:44]([OH:47])([CH3:46])[CH3:45])=[CH:43][C:30]1=2, predict the reaction product. The product is: [CH3:18][O:17][C:15](=[O:16])[CH2:14][CH:9]1[CH2:10][N:11]([CH2:26][CH2:27][CH:28]=[C:29]2[C:35]3[CH:36]=[CH:37][CH:38]=[N:39][C:34]=3[CH2:33][O:32][C:31]3[CH:40]=[CH:41][C:42]([C:44]([OH:47])([CH3:46])[CH3:45])=[CH:43][C:30]2=3)[CH2:12][CH2:13][N:8]1[C:5]1[CH:4]=[CH:3][C:2]([Cl:1])=[CH:7][CH:6]=1. (3) Given the reactants [CH2:1]([C:3]1[CH:4]=[C:5]([CH2:28][N:29]2[CH2:32][CH:31]([C:33]([O:35]C)=[O:34])[CH2:30]2)[S:6][C:7]=1[C:8]1[N:12]=[C:11]([C:13]2[CH:18]=[CH:17][C:16]([O:19][C:20]3[CH:25]=[CH:24][CH:23]=[C:22]([F:26])[CH:21]=3)=[C:15]([F:27])[CH:14]=2)[O:10][N:9]=1)[CH3:2].[OH-].[Na+], predict the reaction product. The product is: [CH2:1]([C:3]1[CH:4]=[C:5]([CH2:28][N:29]2[CH2:32][CH:31]([C:33]([OH:35])=[O:34])[CH2:30]2)[S:6][C:7]=1[C:8]1[N:12]=[C:11]([C:13]2[CH:18]=[CH:17][C:16]([O:19][C:20]3[CH:25]=[CH:24][CH:23]=[C:22]([F:26])[CH:21]=3)=[C:15]([F:27])[CH:14]=2)[O:10][N:9]=1)[CH3:2]. (4) Given the reactants C(OC([NH:8][C:9]1[O:17][C:16]2[C:11](=[N:12][CH:13]=[C:14]([CH2:18][N:19]3[CH2:24][CH2:23][CH:22]([O:25][CH3:26])[CH2:21][CH2:20]3)[CH:15]=2)[C:10]=1[C:27]([NH:29][C:30]1[CH:31]=[N:32][CH:33]=[CH:34][C:35]=1[N:36]1[CH2:41][C@H:40]([C:42]([F:45])([F:44])[F:43])[CH2:39][C@H:38]([NH:46]C(=O)OC(C)(C)C)[CH2:37]1)=[O:28])=O)(C)(C)C.Cl.O1CCOCC1, predict the reaction product. The product is: [NH2:8][C:9]1[O:17][C:16]2[C:11](=[N:12][CH:13]=[C:14]([CH2:18][N:19]3[CH2:20][CH2:21][CH:22]([O:25][CH3:26])[CH2:23][CH2:24]3)[CH:15]=2)[C:10]=1[C:27]([NH:29][C:30]1[CH:31]=[N:32][CH:33]=[CH:34][C:35]=1[N:36]1[CH2:41][C@H:40]([C:42]([F:44])([F:45])[F:43])[CH2:39][C@H:38]([NH2:46])[CH2:37]1)=[O:28].